From a dataset of Reaction yield outcomes from USPTO patents with 853,638 reactions. Predict the reaction yield, written as a fraction of the theoretical maximum amount of product (1.0 means a 100% yield; for example, 0.34 means a 34% yield). (1) The reactants are [CH3:1][N:2]([CH3:10])[C:3]1[CH:8]=[CH:7][N:6]=[C:5]([NH2:9])[CH:4]=1.Br[CH2:12][C:13]([C:15]1[CH:24]=[CH:23][C:18]2[O:19][CH2:20][CH2:21][O:22][C:17]=2[CH:16]=1)=O. The product is [O:19]1[C:18]2[CH:23]=[CH:24][C:15]([C:13]3[N:9]=[C:5]4[CH:4]=[C:3]([N:2]([CH3:10])[CH3:1])[CH:8]=[CH:7][N:6]4[CH:12]=3)=[CH:16][C:17]=2[O:22][CH2:21][CH2:20]1. No catalyst specified. The yield is 0.470. (2) The catalyst is CC(N(C)C)=O.CCOC(C)=O.C(Cl)Cl. The reactants are [Cl:1][C:2]1[N:7]=[C:6](/[CH:8]=[C:9](/[C:11]2[CH:12]=[C:13]([NH:17][S:18]([C:21]3[CH:26]=[C:25]([F:27])[CH:24]=[CH:23][C:22]=3[F:28])(=[O:20])=[O:19])[CH:14]=[CH:15][CH:16]=2)\O)[CH:5]=[CH:4][N:3]=1.C1C(=O)N(Br)C(=O)C1.[CH3:37][C:38]([CH3:43])([CH3:42])[C:39](=[S:41])[NH2:40]. The product is [Cl:1][C:2]1[N:7]=[C:6]([C:8]2[S:41][C:39]([C:38]([CH3:43])([CH3:42])[CH3:37])=[N:40][C:9]=2[C:11]2[CH:12]=[C:13]([NH:17][S:18]([C:21]3[CH:26]=[C:25]([F:27])[CH:24]=[CH:23][C:22]=3[F:28])(=[O:20])=[O:19])[CH:14]=[CH:15][CH:16]=2)[CH:5]=[CH:4][N:3]=1. The yield is 0.810. (3) The reactants are [Br:1][C:2]1[CH:3]=[C:4]([CH:6]=[C:7]([CH:18]2[CH2:20][CH2:19]2)[C:8]=1[O:9][C:10]1[CH:15]=[CH:14][C:13]([F:16])=[CH:12][C:11]=1[F:17])[NH2:5].C(N(CC)CC)C.[CH2:28]([S:30](Cl)(=[O:32])=[O:31])[CH3:29].[OH-].[Na+].[Cl-].[NH4+]. The catalyst is ClCCl.O1CCOCC1. The product is [Br:1][C:2]1[CH:3]=[C:4]([NH:5][S:30]([CH2:28][CH3:29])(=[O:32])=[O:31])[CH:6]=[C:7]([CH:18]2[CH2:20][CH2:19]2)[C:8]=1[O:9][C:10]1[CH:15]=[CH:14][C:13]([F:16])=[CH:12][C:11]=1[F:17]. The yield is 0.940. (4) The reactants are I[CH:2]([CH3:4])[CH3:3].CN(C)C=O.[NH2:10][C:11](=[N:17][OH:18])[C:12](=[N:15][OH:16])[C:13]#[N:14].C(=O)([O-])[O-].[K+].[K+]. The catalyst is O. The product is [NH2:10][C:11](=[N:17][OH:18])[C:12](=[N:15][O:16][CH:2]([CH3:4])[CH3:3])[C:13]#[N:14]. The yield is 0.510.